Task: Predict the product of the given reaction.. Dataset: Forward reaction prediction with 1.9M reactions from USPTO patents (1976-2016) (1) Given the reactants C(OC([NH:8][C:9]1[CH:14]=[CH:13][C:12]([C:15]2[N:19]3[CH:20]=[CH:21][N:22]=[C:23]([C:24]([O:26][CH3:27])=[O:25])[C:18]3=[N:17][N:16]=2)=[CH:11][CH:10]=1)=O)(C)(C)C.C(O)(C(F)(F)F)=O, predict the reaction product. The product is: [NH2:8][C:9]1[CH:14]=[CH:13][C:12]([C:15]2[N:19]3[CH:20]=[CH:21][N:22]=[C:23]([C:24]([O:26][CH3:27])=[O:25])[C:18]3=[N:17][N:16]=2)=[CH:11][CH:10]=1. (2) Given the reactants [O:1]1[C:6]2[CH:7]=[CH:8][C:9]([CH:11]=[C:12]3[S:16][C:15](=[O:17])[NH:14][C:13]3=[O:18])=[CH:10][C:5]=2[NH:4][CH2:3][CH2:2]1.[C:19](Cl)(=[O:26])[C:20]1[CH:25]=[CH:24][CH:23]=[CH:22][CH:21]=1.CCN(C(C)C)C(C)C.CCOC(C)=O, predict the reaction product. The product is: [C:19]([N:4]1[C:5]2[CH:10]=[C:9]([CH:11]=[C:12]3[S:16][C:15](=[O:17])[NH:14][C:13]3=[O:18])[CH:8]=[CH:7][C:6]=2[O:1][CH2:2][CH2:3]1)(=[O:26])[C:20]1[CH:25]=[CH:24][CH:23]=[CH:22][CH:21]=1. (3) The product is: [NH2:1][CH2:4][CH2:5][CH2:6][N:7]1[CH:15]=[N:14][C:13]2[C:8]1=[N:9][CH:10]=[N:11][C:12]=2[NH2:16]. Given the reactants [N:1]([CH2:4][CH2:5][CH2:6][N:7]1[CH:15]=[N:14][C:13]2[C:8]1=[N:9][CH:10]=[N:11][C:12]=2[NH2:16])=[N+]=[N-].[H][H], predict the reaction product.